This data is from Catalyst prediction with 721,799 reactions and 888 catalyst types from USPTO. The task is: Predict which catalyst facilitates the given reaction. Reactant: [C:1]([C:5]1[CH:10]=[CH:9][N:8]=[C:7]([NH2:11])[CH:6]=1)([CH3:4])([CH3:3])[CH3:2].CN(C)[CH:14]=[O:15]. Product: [C:1]([C:5]1[CH:10]=[CH:9][N:8]([CH2:2][C@H:1]2[CH2:5][CH2:6][CH2:14][O:15]2)[C:7](=[NH:11])[CH:6]=1)([CH3:4])([CH3:2])[CH3:3]. The catalyst class is: 682.